From a dataset of Experimentally validated miRNA-target interactions with 360,000+ pairs, plus equal number of negative samples. Binary Classification. Given a miRNA mature sequence and a target amino acid sequence, predict their likelihood of interaction. The miRNA is hsa-miR-8085 with sequence UGGGAGAGAGGACUGUGAGGC. Result: 0 (no interaction). The protein sequence of the target gene is MFLLLNCIVAVSQNMGIGKNGDLPRPPLRNEFRYFQRMTTTSSVEGKQNLVIMGRKTWFSIPEKNRPLKDRINLVLSRELKEPPQGAHFLARSLDDALKLTERPELANKVDMIWIVGGSSVYKEAMNHLGHLKLFVTRIMQDFESDTFFSEIDLEKYKLLPEYPGVLSDVQEGKHIKYKFEVCEKDD.